From a dataset of Forward reaction prediction with 1.9M reactions from USPTO patents (1976-2016). Predict the product of the given reaction. (1) The product is: [N:25]([C:24]1[CH:26]=[CH:27][CH:28]=[C:22]([C:21]([F:20])([F:29])[F:30])[CH:23]=1)=[C:5]=[O:11]. Given the reactants ClC(Cl)(O[C:5](=[O:11])OC(Cl)(Cl)Cl)Cl.C1(C)C=CC=CC=1.[F:20][C:21]([F:30])([F:29])[C:22]1[CH:23]=[C:24]([CH:26]=[CH:27][CH:28]=1)[NH2:25], predict the reaction product. (2) Given the reactants C(OC([N:11]1[CH2:17][CH2:16][C:15]2[CH2:18][C:19]([C:21]3[CH:26]=[CH:25][CH:24]=[CH:23][N:22]=3)=[CH:20][C:14]=2[CH2:13][CH2:12]1)=O)C1C=CC=CC=1.[Si](I)(C)(C)C, predict the reaction product. The product is: [N:22]1[CH:23]=[CH:24][CH:25]=[CH:26][C:21]=1[C:19]1[CH2:20][C:14]2[CH2:13][CH2:12][NH:11][CH2:17][CH2:16][C:15]=2[CH:18]=1.